Dataset: Peptide-MHC class I binding affinity with 185,985 pairs from IEDB/IMGT. Task: Regression. Given a peptide amino acid sequence and an MHC pseudo amino acid sequence, predict their binding affinity value. This is MHC class I binding data. (1) The peptide sequence is GPASLPTAL. The MHC is HLA-B46:01 with pseudo-sequence HLA-B46:01. The binding affinity (normalized) is 0.0847. (2) The peptide sequence is TYSPALNKM. The MHC is HLA-B08:03 with pseudo-sequence HLA-B08:03. The binding affinity (normalized) is 0.0847. (3) The peptide sequence is PIQKETWDTW. The MHC is HLA-A68:02 with pseudo-sequence HLA-A68:02. The binding affinity (normalized) is 0. (4) The peptide sequence is LQDDFDFNY. The MHC is HLA-B57:01 with pseudo-sequence HLA-B57:01. The binding affinity (normalized) is 0.0847. (5) The peptide sequence is VLLTRSPDQ. The MHC is HLA-A02:19 with pseudo-sequence HLA-A02:19. The binding affinity (normalized) is 0.0847. (6) The peptide sequence is SRYFGNVRL. The MHC is HLA-A80:01 with pseudo-sequence HLA-A80:01. The binding affinity (normalized) is 0.0847. (7) The peptide sequence is HPRARSMSS. The MHC is HLA-B07:02 with pseudo-sequence HLA-B07:02. The binding affinity (normalized) is 0.947. (8) The peptide sequence is VIMWYNYLF. The MHC is HLA-A68:02 with pseudo-sequence HLA-A68:02. The binding affinity (normalized) is 0.0847. (9) The peptide sequence is GRYFAIQEV. The MHC is HLA-A02:01 with pseudo-sequence HLA-A02:01. The binding affinity (normalized) is 0.0434. (10) The peptide sequence is SLGDPLHQA. The MHC is HLA-A23:01 with pseudo-sequence HLA-A23:01. The binding affinity (normalized) is 0.0847.